Task: Predict the reactants needed to synthesize the given product.. Dataset: Full USPTO retrosynthesis dataset with 1.9M reactions from patents (1976-2016) (1) Given the product [F:1][C:2]1[CH:7]=[CH:6][C:5]([C@H:8]([CH2:18][CH3:19])[CH2:9][C@@:10]([C:13]([F:14])([F:15])[F:16])([OH:17])[CH:11]=[N:23][C:24]2[CH:33]=[C:32]([F:34])[CH:31]=[C:30]3[C:25]=2[CH:26]=[N:27][C:28]([CH3:35])=[N:29]3)=[C:4]([O:20][CH3:21])[C:3]=1[CH3:22], predict the reactants needed to synthesize it. The reactants are: [F:1][C:2]1[CH:7]=[CH:6][C:5]([C@H:8]([CH2:18][CH3:19])[CH2:9][C@:10]([OH:17])([C:13]([F:16])([F:15])[F:14])[CH:11]=O)=[C:4]([O:20][CH3:21])[C:3]=1[CH3:22].[NH2:23][C:24]1[CH:33]=[C:32]([F:34])[CH:31]=[C:30]2[C:25]=1[CH:26]=[N:27][C:28]([CH3:35])=[N:29]2. (2) The reactants are: [C:1]([C:3]1[CH:8]=[CH:7][C:6]([NH:9][CH:10]([C:15]2[CH:20]=[C:19](O)[CH:18]=[C:17]([O:22][CH2:23][CH3:24])[CH:16]=2)[C:11]([O:13][CH3:14])=[O:12])=[CH:5][CH:4]=1)#[N:2].[NH2:25][C:26]1[CH:27]=[C:28](B(O)O)[CH:29]=[CH:30][CH:31]=1. Given the product [NH2:25][C:26]1[CH:31]=[C:30]([C:19]2[CH:18]=[C:17]([O:22][CH2:23][CH3:24])[CH:16]=[C:15]([CH:10]([NH:9][C:6]3[CH:5]=[CH:4][C:3]([C:1]#[N:2])=[CH:8][CH:7]=3)[C:11]([O:13][CH3:14])=[O:12])[CH:20]=2)[CH:29]=[CH:28][CH:27]=1, predict the reactants needed to synthesize it.